From a dataset of Catalyst prediction with 721,799 reactions and 888 catalyst types from USPTO. Predict which catalyst facilitates the given reaction. (1) Reactant: OS(O)(=O)=O.Cl[CH2:7][CH2:8][C:9]([C:11]1[CH:12]=[CH:13][C:14]2[N:15]([CH2:29][CH2:30][CH2:31][N:32]([CH2:45][CH3:46])[S:33]([C:36]3[CH:41]=[CH:40][CH:39]=[CH:38][C:37]=3[N+:42]([O-:44])=[O:43])(=[O:35])=[O:34])[C:16]3[C:21]([C:22]=2[CH:23]=1)=[CH:20][C:19]([C:24](=[O:28])[CH2:25][CH2:26]Cl)=[CH:18][CH:17]=3)=[O:10]. Product: [O:28]=[C:24]1[C:19]2[CH:18]=[CH:17][C:16]3[N:15]([CH2:29][CH2:30][CH2:31][N:32]([CH2:45][CH3:46])[S:33]([C:36]4[CH:41]=[CH:40][CH:39]=[CH:38][C:37]=4[N+:42]([O-:44])=[O:43])(=[O:34])=[O:35])[C:14]4[CH:13]=[CH:12][C:11]5[C:9](=[O:10])[CH2:8][CH2:7][C:23]=5[C:22]=4[C:21]=3[C:20]=2[CH2:26][CH2:25]1. The catalyst class is: 124. (2) Reactant: Cl[C:2]1[C:7]([C:8]#[N:9])=[CH:6][N:5]=[C:4]2[S:10][C:11]([CH3:13])=[CH:12][C:3]=12.[NH2:14][C:15]1[C:16]([CH3:24])=[C:17]2[C:21](=[CH:22][CH:23]=1)[NH:20][CH:19]=[CH:18]2.O. Product: [CH3:13][C:11]1[S:10][C:4]2=[N:5][CH:6]=[C:7]([C:8]#[N:9])[C:2]([NH:14][C:15]3[C:16]([CH3:24])=[C:17]4[C:21](=[CH:22][CH:23]=3)[NH:20][CH:19]=[CH:18]4)=[C:3]2[CH:12]=1. The catalyst class is: 8. (3) Reactant: [CH3:1][C:2]#[N:3].[CH2:4]([O:6][C:7]([N:9]1[CH2:14][CH2:13][CH:12]([CH2:15][O:16][C:17]2[N:22]=[C:21]([C:23](OC)=[O:24])[CH:20]=[CH:19][CH:18]=2)[CH2:11][CH2:10]1)=[O:8])[CH3:5]. Product: [C:2]([CH2:1][C:23]([C:21]1[N:22]=[C:17]([O:16][CH2:15][CH:12]2[CH2:13][CH2:14][N:9]([C:7]([O:6][CH2:4][CH3:5])=[O:8])[CH2:10][CH2:11]2)[CH:18]=[CH:19][CH:20]=1)=[O:24])#[N:3]. The catalyst class is: 13. (4) Reactant: C(OC([N:8]1[CH2:13][CH2:12][CH2:11][C@H:10]([C:14]#[N:15])[CH2:9]1)=O)(C)(C)C.[ClH:16]. The catalyst class is: 12. Product: [ClH:16].[NH:8]1[CH2:13][CH2:12][CH2:11][C@H:10]([C:14]#[N:15])[CH2:9]1.